Predict the reactants needed to synthesize the given product. From a dataset of Full USPTO retrosynthesis dataset with 1.9M reactions from patents (1976-2016). (1) Given the product [F:37][C:34]1[CH:35]=[CH:36][C:31]([CH2:30][O:25][C:22]2[CH:23]=[CH:24][C:19]([CH2:18][C:15]3[CH:14]=[C:13]([C:12]4[C:7]([NH2:6])=[N:8][C:9]([NH2:26])=[CH:10][CH:11]=4)[O:17][N:16]=3)=[CH:20][CH:21]=2)=[N:32][CH:33]=1, predict the reactants needed to synthesize it. The reactants are: O1CCCC1.[NH2:6][C:7]1[C:12]([C:13]2[O:17][N:16]=[C:15]([CH2:18][C:19]3[CH:24]=[CH:23][C:22]([OH:25])=[CH:21][CH:20]=3)[CH:14]=2)=[CH:11][CH:10]=[C:9]([NH2:26])[N:8]=1.[OH-].[Na+].Cl[CH2:30][C:31]1[CH:36]=[CH:35][C:34]([F:37])=[CH:33][N:32]=1. (2) Given the product [CH3:3][N:4]([CH3:1])[C:5]1([C:15]2[CH:16]=[N:17][CH:18]=[CH:19][CH:20]=2)[CH2:14][CH2:13][C:8]2([O:9][CH2:10][CH2:11][O:12]2)[CH2:7][CH2:6]1, predict the reactants needed to synthesize it. The reactants are: [CH2:1]=O.[CH3:3][NH:4][C:5]1([C:15]2[CH:16]=[N:17][CH:18]=[CH:19][CH:20]=2)[CH2:14][CH2:13][C:8]2([O:12][CH2:11][CH2:10][O:9]2)[CH2:7][CH2:6]1.[H][H]. (3) Given the product [N+:1]([C:4]1[CH:17]=[CH:16][C:7]([O:8][C:9]2[CH:14]=[CH:13][C:12]([O:15][C:20](=[O:21])[N:19]([CH3:18])[C:23]3[CH:28]=[CH:27][CH:26]=[CH:25][CH:24]=3)=[CH:11][CH:10]=2)=[CH:6][CH:5]=1)([O-:3])=[O:2], predict the reactants needed to synthesize it. The reactants are: [N+:1]([C:4]1[CH:17]=[CH:16][C:7]([O:8][C:9]2[CH:14]=[CH:13][C:12]([OH:15])=[CH:11][CH:10]=2)=[CH:6][CH:5]=1)([O-:3])=[O:2].[CH3:18][N:19]([C:23]1[CH:28]=[CH:27][CH:26]=[CH:25][CH:24]=1)[C:20](Cl)=[O:21]. (4) Given the product [NH2:31][C:27]1[N:28]=[C:29]([CH3:30])[C:24]([CH2:23][NH:22][C:16](=[O:18])[C:15]2[CH:19]=[CH:20][N:21]=[C:13]([CH2:12][C:8]3[CH:9]=[C:10]4[C:5](=[C:6]([F:50])[CH:7]=3)[N:4]=[CH:3][C:2]([Cl:1])=[CH:11]4)[CH:14]=2)=[C:25]([CH3:32])[CH:26]=1, predict the reactants needed to synthesize it. The reactants are: [Cl:1][C:2]1[CH:3]=[N:4][C:5]2[C:10]([CH:11]=1)=[CH:9][C:8]([CH2:12][C:13]1[CH:14]=[C:15]([CH:19]=[CH:20][N:21]=1)[C:16]([OH:18])=O)=[CH:7][CH:6]=2.[NH2:22][CH2:23][C:24]1[C:25]([CH3:32])=[CH:26][C:27]([NH2:31])=[N:28][C:29]=1[CH3:30].CN(C(ON1N=NC2C=CC=NC1=2)=[N+](C)C)C.[F:50][P-](F)(F)(F)(F)F.CCN(CC)CC. (5) Given the product [Cl:25][C:26]1[CH:31]=[CH:30][C:29]([F:35])=[C:28]([C:2]2[N:7]=[C:6]([NH:8][CH:9]([C:13]3[CH:18]=[CH:17][CH:16]=[CH:15][CH:14]=3)[C:10]([NH2:12])=[O:11])[CH:5]=[N:4][CH:3]=2)[CH:27]=1, predict the reactants needed to synthesize it. The reactants are: Cl[C:2]1[N:7]=[C:6]([NH:8][CH:9]([C:13]2[CH:18]=[CH:17][CH:16]=[CH:15][CH:14]=2)[C:10]([NH2:12])=[O:11])[CH:5]=[N:4][CH:3]=1.C([O-])([O-])=O.[K+].[K+].[Cl:25][C:26]1[CH:27]=[CH:28][C:29]([F:35])=[C:30](B(O)O)[CH:31]=1.